This data is from Catalyst prediction with 721,799 reactions and 888 catalyst types from USPTO. The task is: Predict which catalyst facilitates the given reaction. (1) The catalyst class is: 4. Reactant: [C:1]([C:3]1[CH:4]=[N:5][N:6]2[C:11]([C:12]([F:15])([F:14])[F:13])=[CH:10][C:9]([C:16]3[CH:21]=[CH:20][CH:19]=[C:18]([C:22]([F:25])([F:24])[F:23])[CH:17]=3)=[N:8][C:7]=12)#[CH:2].C(OC(=O)[NH:32][CH2:33][CH2:34][NH:35][S:36]([C:39]1[S:40][C:41](Br)=[CH:42][CH:43]=1)(=[O:38])=[O:37])(C)(C)C.C(O)(C(F)(F)F)=O. Product: [NH2:32][CH2:33][CH2:34][NH:35][S:36]([C:39]1[S:40][C:41]([C:2]#[C:1][C:3]2[CH:4]=[N:5][N:6]3[C:11]([C:12]([F:14])([F:13])[F:15])=[CH:10][C:9]([C:16]4[CH:21]=[CH:20][CH:19]=[C:18]([C:22]([F:25])([F:24])[F:23])[CH:17]=4)=[N:8][C:7]=23)=[CH:42][CH:43]=1)(=[O:38])=[O:37]. (2) Reactant: [C:1]([O:5][C:6]([N:8]1[CH2:13][CH2:12][N:11]([C:14]2[CH:19]=[CH:18][C:17]([NH:20][C:21]3[N:26]=[C:25]([CH2:27][CH2:28][C:29]4[CH:34]=[CH:33][CH:32]=[CH:31][C:30]=4[CH2:35][C:36]([O-:38])=O)[C:24]([C:39]([F:42])([F:41])[F:40])=[CH:23][N:22]=3)=[CH:16][CH:15]=2)[CH2:10][CH2:9]1)=[O:7])([CH3:4])([CH3:3])[CH3:2].[Li+].O[N:45]1[C:49]2C=CC=CC=2N=N1.CCN=C=NCCCN(C)C.Cl.C(N(CC)C(C)C)(C)C.Cl.CN. Product: [CH3:49][NH:45][C:36](=[O:38])[CH2:35][C:30]1[CH:31]=[CH:32][CH:33]=[CH:34][C:29]=1[CH2:28][CH2:27][C:25]1[C:24]([C:39]([F:42])([F:41])[F:40])=[CH:23][N:22]=[C:21]([NH:20][C:17]2[CH:18]=[CH:19][C:14]([N:11]3[CH2:12][CH2:13][N:8]([C:6]([O:5][C:1]([CH3:3])([CH3:2])[CH3:4])=[O:7])[CH2:9][CH2:10]3)=[CH:15][CH:16]=2)[N:26]=1. The catalyst class is: 118. (3) Reactant: [NH:1]1[C:9]2[C:4](=[CH:5][CH:6]=[CH:7][CH:8]=2)[C:3]([CH2:10][C@H:11]([NH:35][S:36]([C:39]2[CH:44]=[CH:43][C:42]([N+:45]([O-:47])=[O:46])=[CH:41][CH:40]=2)(=[O:38])=[O:37])[CH2:12][N:13]([C:20]2[O:24][N:23]=[C:22]([C:25]3[CH:26]=[C:27]4[C:32](=[CH:33][CH:34]=3)[CH:31]=[N:30][CH:29]=[CH:28]4)[CH:21]=2)C(=O)OCC=C)=[CH:2]1.C[Si](C)(C)NO[Si](C)(C)C. Product: [NH:1]1[C:9]2[C:4](=[CH:5][CH:6]=[CH:7][CH:8]=2)[C:3]([CH2:10][C@H:11]([NH:35][S:36]([C:39]2[CH:40]=[CH:41][C:42]([N+:45]([O-:47])=[O:46])=[CH:43][CH:44]=2)(=[O:37])=[O:38])[CH2:12][NH:13][C:20]2[O:24][N:23]=[C:22]([C:25]3[CH:26]=[C:27]4[C:32](=[CH:33][CH:34]=3)[CH:31]=[N:30][CH:29]=[CH:28]4)[CH:21]=2)=[CH:2]1. The catalyst class is: 532.